This data is from Full USPTO retrosynthesis dataset with 1.9M reactions from patents (1976-2016). The task is: Predict the reactants needed to synthesize the given product. (1) Given the product [CH2:7]([O:14][C:15]1[CH:20]=[CH:19][C:18]([CH:21]2[CH2:22][NH:23][C:24](=[O:27])[CH2:25][O:28]2)=[CH:17][CH:16]=1)[C:8]1[CH:13]=[CH:12][CH:11]=[CH:10][CH:9]=1, predict the reactants needed to synthesize it. The reactants are: CC([O-])(C)C.[K+].[CH2:7]([O:14][C:15]1[CH:20]=[CH:19][C:18]([CH:21]([OH:28])[CH2:22][NH:23][C:24](=[O:27])[CH2:25]Cl)=[CH:17][CH:16]=1)[C:8]1[CH:13]=[CH:12][CH:11]=[CH:10][CH:9]=1. (2) The reactants are: C1N(CCO)CCN(CCS(O)(=O)=O)C1.N[C@H:17]([C:23]([OH:25])=[O:24])[CH2:18][CH2:19][C:20](=O)N.[CH3:26][C:27]1(C)S[C@@H]2[C@H](NC(CC3C=CC=CC=3)=O)C(=O)[N:29]2[C@H:28]1[C:45]([O-])=O.[K+].[CH3:50][C@@H:51]1O[C@@H:54]([O:56][C@H:57]2[C@H:62](O)[C@@H:61](O)[C@H:60](NC(N)=N)[C@@H:59]([OH:69])[C@@H:58]2NC(N)=N)[C@H:53](O[C@@H]2O[C@@H](CO)[C@H](O)[C@@H](O)[C@@H]2NC)[C@@:52]1([OH:89])C=O.C[S:91]([CH3:93])=O. Given the product [CH:27]1[C:28]([N:29]=[C:93]=[S:91])=[CH:45][C:17]2[C:23]([O:25][C:19]3([C:20]4[CH:50]=[CH:51][C:52]([OH:89])=[CH:53][C:54]=4[O:56][C:57]4[CH:58]=[C:59]([OH:69])[CH:60]=[CH:61][C:62]3=4)[C:18]=2[CH:26]=1)=[O:24], predict the reactants needed to synthesize it. (3) The reactants are: FC(F)(F)C([NH:5][C:6]1[CH:11]=[CH:10][CH:9]=[C:8]([C:12]2[C:20]([C:21]3[CH:26]=[CH:25][N:24]=[C:23]([NH:27][C:28]4[CH:37]=[C:36]5[C:31]([CH2:32][CH2:33][N:34]([CH3:38])[CH2:35]5)=[CH:30][CH:29]=4)[N:22]=3)=[C:15]3[CH:16]=[CH:17][CH:18]=[CH:19][N:14]3[N:13]=2)[CH:7]=1)=O.O[Li].O. Given the product [NH2:5][C:6]1[CH:7]=[C:8]([C:12]2[C:20]([C:21]3[CH:26]=[CH:25][N:24]=[C:23]([NH:27][C:28]4[CH:37]=[C:36]5[C:31]([CH2:32][CH2:33][N:34]([CH3:38])[CH2:35]5)=[CH:30][CH:29]=4)[N:22]=3)=[C:15]3[CH:16]=[CH:17][CH:18]=[CH:19][N:14]3[N:13]=2)[CH:9]=[CH:10][CH:11]=1, predict the reactants needed to synthesize it.